This data is from Forward reaction prediction with 1.9M reactions from USPTO patents (1976-2016). The task is: Predict the product of the given reaction. (1) Given the reactants [OH:1][C:2]1[CH:7]=[CH:6][C:5]([N:8]2[C:13](=[O:14])[C:12]([CH2:15][C:16]3[CH:21]=[CH:20][C:19]([C:22]4[C:23]([C:28]#[N:29])=[CH:24][CH:25]=[CH:26][CH:27]=4)=[CH:18][CH:17]=3)=[C:11]([CH2:30][CH2:31][CH3:32])[N:10]=[C:9]2[CH3:33])=[CH:4][CH:3]=1.Br[CH:35]([CH3:39])[C:36]([NH2:38])=[O:37].C(=O)([O-])[O-].[Cs+].[Cs+].C(OCC)(=O)C, predict the reaction product. The product is: [C:28]([C:23]1[CH:24]=[CH:25][CH:26]=[CH:27][C:22]=1[C:19]1[CH:20]=[CH:21][C:16]([CH2:15][C:12]2[C:13](=[O:14])[N:8]([C:5]3[CH:4]=[CH:3][C:2]([O:1][CH:35]([CH3:39])[C:36]([NH2:38])=[O:37])=[CH:7][CH:6]=3)[C:9]([CH3:33])=[N:10][C:11]=2[CH2:30][CH2:31][CH3:32])=[CH:17][CH:18]=1)#[N:29]. (2) The product is: [CH3:33][N:2]([CH3:1])[C:3]([C:5]1[N:27]([CH:28]2[CH2:32][CH2:31][CH2:30][CH2:29]2)[C:8]2[N:9]=[C:10]([NH:13][C:14]3[CH:19]=[CH:18][C:17]([N:20]4[CH2:25][CH2:24][N:23]([CH2:35][CH2:36][OH:37])[C@H:22]([CH3:26])[CH2:21]4)=[CH:16][N:15]=3)[N:11]=[CH:12][C:7]=2[CH:6]=1)=[O:4]. Given the reactants [CH3:1][N:2]([CH3:33])[C:3]([C:5]1[N:27]([CH:28]2[CH2:32][CH2:31][CH2:30][CH2:29]2)[C:8]2[N:9]=[C:10]([NH:13][C:14]3[CH:19]=[CH:18][C:17]([N:20]4[CH2:25][CH2:24][NH:23][C@H:22]([CH3:26])[CH2:21]4)=[CH:16][N:15]=3)[N:11]=[CH:12][C:7]=2[CH:6]=1)=[O:4].Br[CH2:35][CH2:36][OH:37], predict the reaction product. (3) Given the reactants [Br:1][C:2]1[CH:10]=[CH:9][C:5]([C:6]([OH:8])=O)=[C:4]([CH3:11])[CH:3]=1.C(Cl)(C(Cl)=O)=O.[F:18][C:19]([F:28])([F:27])[C:20]1[CH:25]=[CH:24][N:23]=[C:22]([NH2:26])[CH:21]=1, predict the reaction product. The product is: [Br:1][C:2]1[CH:10]=[CH:9][C:5]([C:6]([NH:26][C:22]2[CH:21]=[C:20]([C:19]([F:27])([F:18])[F:28])[CH:25]=[CH:24][N:23]=2)=[O:8])=[C:4]([CH3:11])[CH:3]=1. (4) Given the reactants [Cl:1][C:2]1[CH:3]=[CH:4][C:5]2[N:11]3[CH:12]=[CH:13][CH:14]=[C:10]3[C@@H:9]([CH2:15][CH2:16][C:17]3[O:21][C:20](=[O:22])[NH:19][N:18]=3)[O:8][C@H:7]([C:23]3[CH:28]=[CH:27][CH:26]=[C:25]([O:29][CH3:30])[C:24]=3[O:31][CH3:32])[C:6]=2[CH:33]=1.C1(P(C2C=CC=CC=2)C2C=CC=CC=2)C=CC=CC=1.[C:53]([O:57]CC1C=CC=CC=1)(=[O:56])[CH2:54]O.[N+](C(OCC)=O)(C(OCC)=O)=[N-], predict the reaction product. The product is: [Cl:1][C:2]1[CH:3]=[CH:4][C:5]2[N:11]3[CH:12]=[CH:13][CH:14]=[C:10]3[C@@H:9]([CH2:15][CH2:16][C:17]3[O:21][C:20](=[O:22])[N:19]([CH2:54][C:53]([OH:57])=[O:56])[N:18]=3)[O:8][C@H:7]([C:23]3[CH:28]=[CH:27][CH:26]=[C:25]([O:29][CH3:30])[C:24]=3[O:31][CH3:32])[C:6]=2[CH:33]=1. (5) Given the reactants [N:1]1([C:6]2[CH:14]=[CH:13][C:12]([CH3:15])=[CH:11][C:7]=2[C:8]([OH:10])=O)[CH:5]=[CH:4][N:3]=[CH:2]1.[CH3:16][C@@H:17]1[CH2:22][CH2:21][CH2:20][NH:19][C@@H:18]1[CH2:23][NH:24][C:25]1[CH:30]=[CH:29][C:28]([C:31]([F:34])([F:33])[F:32])=[CH:27][N:26]=1, predict the reaction product. The product is: [N:1]1([C:6]2[CH:14]=[CH:13][C:12]([CH3:15])=[CH:11][C:7]=2[C:8]([N:19]2[CH2:20][CH2:21][CH2:22][C@@H:17]([CH3:16])[C@H:18]2[CH2:23][NH:24][C:25]2[CH:30]=[CH:29][C:28]([C:31]([F:34])([F:32])[F:33])=[CH:27][N:26]=2)=[O:10])[CH:5]=[CH:4][N:3]=[CH:2]1. (6) Given the reactants [H-].[Al+3].[Li+].[H-].[H-].[H-].[Cl-].[Cl-].[Cl-].[Al+3].[NH2:11][C:12]1[CH:17]=[CH:16][C:15]([Cl:18])=[CH:14][C:13]=1[C:19]([C:22]1[CH:27]=[CH:26][CH:25]=[CH:24][C:23]=1[Cl:28])(O)[CH3:20], predict the reaction product. The product is: [Cl:18][C:15]1[CH:16]=[CH:17][C:12]([NH2:11])=[C:13]([CH:19]([C:22]2[CH:27]=[CH:26][CH:25]=[CH:24][C:23]=2[Cl:28])[CH3:20])[CH:14]=1. (7) Given the reactants [NH:1]1[CH:5]=[C:4]([C:6]([OH:8])=O)[N:3]=[N:2]1.[NH2:9][C@H:10]([CH2:21][C:22]1[CH:27]=[CH:26][C:25]([C:28]2[CH:33]=[CH:32][CH:31]=[CH:30][CH:29]=2)=[CH:24][CH:23]=1)[CH2:11][C@:12]([CH2:17][O:18][CH2:19][CH3:20])([CH3:16])[C:13]([OH:15])=[O:14], predict the reaction product. The product is: [C:25]1([C:28]2[CH:29]=[CH:30][CH:31]=[CH:32][CH:33]=2)[CH:24]=[CH:23][C:22]([CH2:21][C@@H:10]([NH:9][C:6]([C:4]2[N:3]=[N:2][NH:1][CH:5]=2)=[O:8])[CH2:11][C@:12]([CH2:17][O:18][CH2:19][CH3:20])([CH3:16])[C:13]([OH:15])=[O:14])=[CH:27][CH:26]=1.